This data is from Reaction yield outcomes from USPTO patents with 853,638 reactions. The task is: Predict the reaction yield, written as a fraction of the theoretical maximum amount of product (1.0 means a 100% yield; for example, 0.34 means a 34% yield). (1) The reactants are P(Br)(Br)[Br:2].[F:5][C:6]1[C:28]([CH:29](O)[CH3:30])=[CH:27][C:9]2[C:10]3[N:14]([CH2:15][CH2:16][O:17][C:8]=2[CH:7]=1)[CH:13]=[C:12]([C:18]1[N:19]([CH:24]([CH3:26])[CH3:25])[N:20]=[C:21]([CH3:23])[N:22]=1)[N:11]=3.O.C([O-])(O)=O.[Na+]. The catalyst is C(Cl)Cl. The product is [Br:2][CH:29]([C:28]1[C:6]([F:5])=[CH:7][C:8]2[O:17][CH2:16][CH2:15][N:14]3[C:10](=[N:11][C:12]([C:18]4[N:19]([CH:24]([CH3:26])[CH3:25])[N:20]=[C:21]([CH3:23])[N:22]=4)=[CH:13]3)[C:9]=2[CH:27]=1)[CH3:30]. The yield is 0.880. (2) The reactants are Br[C:2]1[CH:7]=[C:6]([O:8][C:9]2[CH:14]=[CH:13][C:12]([F:15])=[CH:11][C:10]=2[O:16][CH3:17])[C:5]([Cl:18])=[CH:4][C:3]=1[F:19].[C:20](OCC)(=[O:26])[C:21]([O:23][CH2:24][CH3:25])=[O:22]. No catalyst specified. The product is [Cl:18][C:5]1[C:6]([O:8][C:9]2[CH:14]=[CH:13][C:12]([F:15])=[CH:11][C:10]=2[O:16][CH3:17])=[CH:7][C:2]([C:20](=[O:26])[C:21]([O:23][CH2:24][CH3:25])=[O:22])=[C:3]([F:19])[CH:4]=1. The yield is 0.440. (3) The reactants are [Br:1][C:2]1[CH:10]=[C:9]2[C:5]([CH:6]=[N:7][NH:8]2)=[CH:4][CH:3]=1.[CH3:11][O:12][C:13]1[CH:18]=[CH:17][C:16]([S:19](Cl)(=[O:21])=[O:20])=[CH:15][CH:14]=1. No catalyst specified. The product is [Br:1][C:2]1[CH:10]=[C:9]2[C:5]([CH:6]=[N:7][N:8]2[S:19]([C:16]2[CH:15]=[CH:14][C:13]([O:12][CH3:11])=[CH:18][CH:17]=2)(=[O:21])=[O:20])=[CH:4][CH:3]=1. The yield is 0.810.